This data is from Catalyst prediction with 721,799 reactions and 888 catalyst types from USPTO. The task is: Predict which catalyst facilitates the given reaction. (1) Reactant: [F:1][C:2]1[CH:10]=[CH:9][C:5]([C:6](O)=O)=[CH:4][C:3]=1[OH:11].Cl[CH2:13][CH:14]1[CH2:16][CH2:15]1.C(=O)([O-])[O-].[K+].[K+].[I-].[K+].C[N:26](C=O)C. Product: [CH:16]1([CH2:15][O:11][C:3]2[CH:4]=[C:5]([CH2:6][NH2:26])[CH:9]=[CH:10][C:2]=2[F:1])[CH2:14][CH2:13]1. The catalyst class is: 6. (2) Reactant: FC(F)(F)C(O)=O.[CH2:8]1[C:14]2[CH:15]=[CH:16][CH:17]=[CH:18][C:13]=2[CH2:12][CH2:11][NH:10][CH2:9]1.S(=O)(=O)(O)O.[N+:24]([O-])([OH:26])=[O:25]. Product: [N+:24]([C:16]1[CH:17]=[CH:18][C:13]2[CH2:12][CH2:11][NH:10][CH2:9][CH2:8][C:14]=2[CH:15]=1)([O-:26])=[O:25]. The catalyst class is: 13. (3) Product: [CH3:34][O:33][C:18]1[CH:19]=[C:20]2[C:25](=[CH:26][C:17]=1[O:16][CH2:15][C:11]1[CH:10]=[C:9]([S:7]([CH3:35])(=[NH:6])=[O:8])[CH:14]=[CH:13][CH:12]=1)[N:24]=[CH:23][N:22]=[C:21]2[NH:27][C:28]1[S:29][CH:30]=[N:31][N:32]=1. Reactant: C(OC([N:6]=[S:7]([CH3:35])([C:9]1[CH:14]=[CH:13][CH:12]=[C:11]([CH2:15][O:16][C:17]2[CH:26]=[C:25]3[C:20]([C:21]([NH:27][C:28]4[S:29][CH:30]=[N:31][N:32]=4)=[N:22][CH:23]=[N:24]3)=[CH:19][C:18]=2[O:33][CH3:34])[CH:10]=1)=[O:8])=O)C.[O-]CC.[Na+].CCCCCC.ClCCl.CO. The catalyst class is: 5. (4) Reactant: [CH3:1][C:2]1[C:6]([C:7]([OH:9])=O)=[CH:5][O:4][N:3]=1.Cl.[CH3:11][NH:12][O:13][CH3:14].CN(C(ON1N=NC2C=CC=NC1=2)=[N+](C)C)C.F[P-](F)(F)(F)(F)F.CCN(C(C)C)C(C)C. Product: [CH3:14][O:13][N:12]([CH3:11])[C:7]([C:6]1[C:2]([CH3:1])=[N:3][O:4][CH:5]=1)=[O:9]. The catalyst class is: 34. (5) Reactant: [OH-].[K+].[C:3]([NH:6][NH:7][C:8](=[O:10])[CH3:9])(=[O:5])[CH3:4].[CH3:11][CH2:12][O:13][CH2:14][CH:15](Cl)Cl. The catalyst class is: 9. Product: [C:3]([N:6]1[N:7]([C:8](=[O:10])[CH3:9])[CH:15]=[CH:14][O:13][CH:12]=[CH:11]1)(=[O:5])[CH3:4]. (6) Reactant: C[O:2][C:3]1[C:11]([CH3:12])=[CH:10][C:6]2[N:7]=[CH:8][S:9][C:5]=2[CH:4]=1.B(Br)(Br)Br. Product: [CH3:12][C:11]1[C:3]([OH:2])=[CH:4][C:5]2[S:9][CH:8]=[N:7][C:6]=2[CH:10]=1. The catalyst class is: 4. (7) Reactant: [CH3:1][C:2]1[C:21]([N+:22]([O-])=O)=[CH:20][CH:19]=[CH:18][C:3]=1[O:4][CH2:5][C@@H:6]1[CH2:10][CH2:9][CH2:8][N:7]1[C:11]([O:13][C:14]([CH3:17])([CH3:16])[CH3:15])=[O:12]. Product: [NH2:22][C:21]1[C:2]([CH3:1])=[C:3]([CH:18]=[CH:19][CH:20]=1)[O:4][CH2:5][C@@H:6]1[CH2:10][CH2:9][CH2:8][N:7]1[C:11]([O:13][C:14]([CH3:17])([CH3:16])[CH3:15])=[O:12]. The catalyst class is: 29.